This data is from TCR-epitope binding with 47,182 pairs between 192 epitopes and 23,139 TCRs. The task is: Binary Classification. Given a T-cell receptor sequence (or CDR3 region) and an epitope sequence, predict whether binding occurs between them. (1) The epitope is TPINLVRDL. The TCR CDR3 sequence is CATSERTAGTDTQYF. Result: 1 (the TCR binds to the epitope). (2) The epitope is KTSVDCTMYI. The TCR CDR3 sequence is CASSALSYEQFF. Result: 1 (the TCR binds to the epitope).